This data is from Forward reaction prediction with 1.9M reactions from USPTO patents (1976-2016). The task is: Predict the product of the given reaction. (1) The product is: [F:19][C:14]1[CH:15]=[C:16]2[C:11](=[CH:12][CH:13]=1)[NH:10][C:9]1[CH2:8][CH2:7][CH:6]([CH2:4][O:5][S:26]([C:23]3[CH:24]=[CH:25][C:20]([CH3:30])=[CH:21][CH:22]=3)(=[O:28])=[O:27])[CH2:18][C:17]2=1. Given the reactants C(O[C:4]([CH:6]1[CH2:18][C:17]2[C:16]3[C:11](=[CH:12][CH:13]=[C:14]([F:19])[CH:15]=3)[NH:10][C:9]=2[CH2:8][CH2:7]1)=[O:5])C.[C:20]1([CH3:30])[CH:25]=[CH:24][C:23]([S:26](Cl)(=[O:28])=[O:27])=[CH:22][CH:21]=1, predict the reaction product. (2) Given the reactants [Cl:1][C:2]1[CH:3]=[C:4]([C:8]2[O:9][C:10]([C:22]([N:24]3[CH2:28][C:27](=[O:29])[NH:26][CH2:25]3)=[O:23])=[CH:11][C:12]=2[C:13]2[CH:14]=[C:15]([C:20]#[N:21])[CH:16]=[C:17]([F:19])[CH:18]=2)[CH:5]=[CH:6][CH:7]=1.Cl[C:31]1C=C(C2OC(C(OCC)=O)=CC=2C2C=C(F)C=C(C#N)C=2)C=CC=1, predict the reaction product. The product is: [Cl:1][C:2]1[CH:3]=[C:4]([C:8]2[O:9][C:10]([C:22]([N:24]3[CH2:31][CH2:25][NH:26][C:27](=[O:29])[CH2:28]3)=[O:23])=[CH:11][C:12]=2[C:13]2[CH:14]=[C:15]([C:20]#[N:21])[CH:16]=[C:17]([F:19])[CH:18]=2)[CH:5]=[CH:6][CH:7]=1. (3) Given the reactants [C:1]([C:5]1[S:9][C:8]([NH2:10])=[N:7][C:6]=1[CH3:11])([CH3:4])([CH3:3])[CH3:2].[CH3:12][O:13][CH2:14][CH2:15]Br, predict the reaction product. The product is: [NH4+:7].[OH-:13].[C:1]([C:5]1[S:9][C:8](=[NH:10])[N:7]([CH2:15][CH2:14][O:13][CH3:12])[C:6]=1[CH3:11])([CH3:4])([CH3:3])[CH3:2].[NH3:7]. (4) Given the reactants C(Cl)(=O)C(Cl)=O.CS(C)=O.[CH2:11]([N:18]1[CH2:23][CH2:22][CH:21]([CH:24]([OH:33])[CH2:25][C:26]2[CH:31]=[CH:30][CH:29]=[CH:28][C:27]=2[F:32])[CH2:20][CH2:19]1)[C:12]1[CH:17]=[CH:16][CH:15]=[CH:14][CH:13]=1.C(N(CC)CC)C, predict the reaction product. The product is: [CH2:11]([N:18]1[CH2:23][CH2:22][CH:21]([C:24](=[O:33])[CH2:25][C:26]2[CH:31]=[CH:30][CH:29]=[CH:28][C:27]=2[F:32])[CH2:20][CH2:19]1)[C:12]1[CH:13]=[CH:14][CH:15]=[CH:16][CH:17]=1.